Dataset: Peptide-MHC class II binding affinity with 134,281 pairs from IEDB. Task: Regression. Given a peptide amino acid sequence and an MHC pseudo amino acid sequence, predict their binding affinity value. This is MHC class II binding data. (1) The peptide sequence is SQDLPLSWNLNGLQAY. The MHC is DRB1_0401 with pseudo-sequence DRB1_0401. The binding affinity (normalized) is 0.421. (2) The peptide sequence is EGTNIYNNNEAFKVE. The MHC is HLA-DPA10201-DPB10501 with pseudo-sequence HLA-DPA10201-DPB10501. The binding affinity (normalized) is 0.0298. (3) The MHC is DRB1_0101 with pseudo-sequence DRB1_0101. The peptide sequence is EKKYFAATQFEPLAK. The binding affinity (normalized) is 0.584. (4) The binding affinity (normalized) is 0.574. The peptide sequence is VIEDITFLRPVLK. The MHC is DRB5_0101 with pseudo-sequence DRB5_0101. (5) The peptide sequence is TLWQRPVVTIKIGGQLKEAL. The MHC is DRB3_0101 with pseudo-sequence DRB3_0101. The binding affinity (normalized) is 0.266. (6) The peptide sequence is MWDPDVYLAFSGHRN. The MHC is HLA-DQA10101-DQB10501 with pseudo-sequence HLA-DQA10101-DQB10501. The binding affinity (normalized) is 0.218.